The task is: Predict which catalyst facilitates the given reaction.. This data is from Catalyst prediction with 721,799 reactions and 888 catalyst types from USPTO. (1) Reactant: [C:1]([O:5][C:6](=[O:17])[CH2:7][CH:8]([CH2:12][S:13]C(=O)C)[C:9]([OH:11])=[O:10])([CH3:4])([CH3:3])[CH3:2].C(=O)([O-])[O-].[K+].[K+]. Product: [C:1]([O:5][C:6](=[O:17])[CH2:7][CH:8]([CH2:12][SH:13])[C:9]([OH:11])=[O:10])([CH3:4])([CH3:2])[CH3:3]. The catalyst class is: 5. (2) Reactant: [NH2:1][C:2]1[C:7]([C:8]#[N:9])=[C:6]([C:10]2[S:14][C:13](I)=[N:12][CH:11]=2)[C:5]([C:16]#[N:17])=[C:4]([S:18][CH2:19][C:20]2[N:21]=[C:22]([C:25]3[CH:30]=[CH:29][C:28]([Cl:31])=[CH:27][CH:26]=3)[S:23][CH:24]=2)[N:3]=1.[CH3:32][NH:33][CH2:34][CH2:35][OH:36]. Product: [NH2:1][C:2]1[C:7]([C:8]#[N:9])=[C:6]([C:10]2[S:14][C:13]([N:33]([CH2:34][CH2:35][OH:36])[CH3:32])=[N:12][CH:11]=2)[C:5]([C:16]#[N:17])=[C:4]([S:18][CH2:19][C:20]2[N:21]=[C:22]([C:25]3[CH:30]=[CH:29][C:28]([Cl:31])=[CH:27][CH:26]=3)[S:23][CH:24]=2)[N:3]=1. The catalyst class is: 21. (3) The catalyst class is: 1. Product: [Cl:1][C:2]1[C:14]2[C:13]3[C:8](=[CH:9][CH:10]=[CH:11][CH:12]=3)[C@:7]([OH:15])([C:27]([F:30])([F:29])[F:28])[C:6]=2[CH:5]=[C:4]([O:16][CH2:17][CH2:18][CH2:19][C:20]([O:22][CH2:23][CH3:24])=[O:21])[CH:3]=1. Reactant: [Cl:1][C:2]1[C:14]2[C:13]3[C:8](=[CH:9][CH:10]=[CH:11][CH:12]=3)[C:7](=[O:15])[C:6]=2[CH:5]=[C:4]([O:16][CH2:17][CH2:18][CH2:19][C:20]([O:22][CH2:23][CH3:24])=[O:21])[CH:3]=1.C[Si](C)(C)[C:27]([F:30])([F:29])[F:28].C(O)(=O)C.[F-].C([N+](CCCC)(CCCC)CCCC)CCC.C1COCC1. (4) Reactant: [C:1]([C:3]1[CH:12]=[C:11]2[C:6]([CH:7]=[CH:8][C:9](=[O:31])[N:10]2[CH2:13][CH2:14][N:15]2[CH2:20][CH2:19][C@@H:18]([NH:21]C(=O)OC(C)(C)C)[C@@H:17]([O:29][CH3:30])[CH2:16]2)=[CH:5][CH:4]=1)#[N:2].FC(F)(F)C(O)=O. Product: [NH2:21][C@@H:18]1[CH2:19][CH2:20][N:15]([CH2:14][CH2:13][N:10]2[C:11]3[C:6](=[CH:5][CH:4]=[C:3]([C:1]#[N:2])[CH:12]=3)[CH:7]=[CH:8][C:9]2=[O:31])[CH2:16][C@@H:17]1[O:29][CH3:30]. The catalyst class is: 4. (5) Reactant: [N+:1]([C:4]1[S:8][C:7]([C:9]([OH:11])=[O:10])=[CH:6][CH:5]=1)([O-:3])=[O:2].[C:12](OC(O[C:12]([CH3:15])([CH3:14])[CH3:13])N(C)C)([CH3:15])([CH3:14])[CH3:13]. The catalyst class is: 11. Product: [N+:1]([C:4]1[S:8][C:7]([C:9]([O:11][C:12]([CH3:15])([CH3:14])[CH3:13])=[O:10])=[CH:6][CH:5]=1)([O-:3])=[O:2]. (6) Reactant: [NH2:1][CH2:2][CH2:3][NH:4][C@H:5]1[CH2:10][CH2:9][C@H:8]([CH2:11][C:12]([NH:14][C@H:15]2[CH2:20][C:19]3[CH:21]=[CH:22][CH:23]=[C:24]([C:25]([OH:27])=[O:26])[C:18]=3[O:17][B:16]2[OH:28])=[O:13])[CH2:7][CH2:6]1.[CH3:29]CN(C(C)C)C(C)C.Cl.C(=N)OC(C)C. Product: [N:4]1([C@H:5]2[CH2:10][CH2:9][C@H:8]([CH2:11][C:12]([NH:14][C@H:15]3[CH2:20][C:19]4[CH:21]=[CH:22][CH:23]=[C:24]([C:25]([OH:27])=[O:26])[C:18]=4[O:17][B:16]3[OH:28])=[O:13])[CH2:7][CH2:6]2)[CH2:3][CH2:2][N:1]=[CH:29]1. The catalyst class is: 5. (7) Reactant: [C:1]([O:5][C:6]([NH:8][CH2:9][CH2:10]OS(C)(=O)=O)=[O:7])([CH3:4])([CH3:3])[CH3:2].[N+:16]([C:19]1[N:20]=[CH:21][NH:22][CH:23]=1)([O-:18])=[O:17].C([O-])([O-])=O.[K+].[K+]. Product: [C:1]([O:5][C:6](=[O:7])[NH:8][CH2:9][CH2:10][N:22]1[CH:23]=[C:19]([N+:16]([O-:18])=[O:17])[N:20]=[CH:21]1)([CH3:4])([CH3:3])[CH3:2]. The catalyst class is: 31. (8) Reactant: [OH:1][CH2:2][CH2:3][C@H:4]([NH:15]C(=O)OC(C)(C)C)[C:5]1[CH:10]=[CH:9][CH:8]=[CH:7][C:6]=1[C:11]([F:14])([F:13])[F:12].[ClH:23]. Product: [ClH:23].[NH2:15][C@H:4]([C:5]1[CH:10]=[CH:9][CH:8]=[CH:7][C:6]=1[C:11]([F:12])([F:13])[F:14])[CH2:3][CH2:2][OH:1]. The catalyst class is: 12. (9) Reactant: [NH2:1][C:2]1[S:3][C:4]([C:13]([O:15][CH2:16][CH3:17])=[O:14])=[C:5]([C:7]2[CH:12]=[CH:11][CH:10]=[CH:9][CH:8]=2)[N:6]=1.N1C=CC=CC=1.[C:24](Cl)(=[O:31])[C:25]1[CH:30]=[CH:29][CH:28]=[CH:27][CH:26]=1. Product: [C:24]([NH:1][C:2]1[S:3][C:4]([C:13]([O:15][CH2:16][CH3:17])=[O:14])=[C:5]([C:7]2[CH:12]=[CH:11][CH:10]=[CH:9][CH:8]=2)[N:6]=1)(=[O:31])[C:25]1[CH:30]=[CH:29][CH:28]=[CH:27][CH:26]=1. The catalyst class is: 119.